This data is from Full USPTO retrosynthesis dataset with 1.9M reactions from patents (1976-2016). The task is: Predict the reactants needed to synthesize the given product. (1) Given the product [Cl:1][C:2]1[N:7]=[C:6]([NH:11][C@@H:12]2[CH2:17][CH2:16][CH2:15][CH2:14][C@@H:13]2[NH:18][C:19](=[O:25])[O:20][C:21]([CH3:23])([CH3:22])[CH3:24])[CH:5]=[N:4][C:3]=1[C:9]#[N:10], predict the reactants needed to synthesize it. The reactants are: [Cl:1][C:2]1[C:3]([C:9]#[N:10])=[N:4][CH:5]=[C:6](Cl)[N:7]=1.[NH2:11][C@@H:12]1[CH2:17][CH2:16][CH2:15][CH2:14][C@@H:13]1[NH:18][C:19](=[O:25])[O:20][C:21]([CH3:24])([CH3:23])[CH3:22].CCN(C(C)C)C(C)C.CC(O)=O. (2) Given the product [CH3:25][O:24][C:21]1[CH:20]=[CH:19][C:18]2[CH:17]([CH3:26])[CH:15]3[CH2:16][NH:12][CH2:13][CH:14]3[C:23]=2[CH:22]=1, predict the reactants needed to synthesize it. The reactants are: C([O-])=O.[NH4+].C([N:12]1[CH2:16][CH:15]2[C:17](=[CH2:26])[C:18]3[CH:19]=[CH:20][C:21]([O:24][CH3:25])=[CH:22][C:23]=3[CH:14]2[CH2:13]1)C1C=CC=CC=1.